Dataset: Reaction yield outcomes from USPTO patents with 853,638 reactions. Task: Predict the reaction yield, written as a fraction of the theoretical maximum amount of product (1.0 means a 100% yield; for example, 0.34 means a 34% yield). (1) The reactants are C(O)C.O.[C:5]1([CH3:15])[CH:10]=[CH:9][C:8]([S:11]([OH:14])(=[O:13])=[O:12])=[CH:7][CH:6]=1.[CH:16]1([N:20]2[CH2:25][CH2:24][CH:23]([O:26][C:27]3[CH:33]=[CH:32][C:30]([NH2:31])=[CH:29][CH:28]=3)[CH2:22][CH2:21]2)[CH2:19][CH2:18][CH2:17]1. The catalyst is C(OCC)(=O)C. The product is [C:5]1([CH3:15])[CH:6]=[CH:7][C:8]([S:11]([OH:14])(=[O:12])=[O:13])=[CH:9][CH:10]=1.[CH:16]1([N:20]2[CH2:25][CH2:24][CH:23]([O:26][C:27]3[CH:28]=[CH:29][C:30]([NH2:31])=[CH:32][CH:33]=3)[CH2:22][CH2:21]2)[CH2:19][CH2:18][CH2:17]1. The yield is 0.930. (2) The reactants are [F:1][C:2]1[CH:7]=[C:6]([O:8][C:9]2[CH:10]=[N:11][C:12]([NH:15][S:16]([C:19]3[CH:24]=[CH:23][C:22]([CH3:25])=[CH:21][CH:20]=3)(=[O:18])=[O:17])=[CH:13][CH:14]=2)[CH:5]=[CH:4][C:3]=1[NH:26][C:27](=[O:36])[O:28][CH2:29][C:30]1[CH:35]=[CH:34][CH:33]=[CH:32][CH:31]=1.C(N(CC)C(C)C)(C)C.I[CH2:47][C:48]([NH2:50])=[O:49].O. The catalyst is CN(C)C=O. The product is [NH2:50][C:48](=[O:49])[CH2:47][N:11]1[CH:10]=[C:9]([O:8][C:6]2[CH:5]=[CH:4][C:3]([NH:26][C:27](=[O:36])[O:28][CH2:29][C:30]3[CH:31]=[CH:32][CH:33]=[CH:34][CH:35]=3)=[C:2]([F:1])[CH:7]=2)[CH:14]=[CH:13]/[C:12]/1=[N:15]/[S:16]([C:19]1[CH:24]=[CH:23][C:22]([CH3:25])=[CH:21][CH:20]=1)(=[O:17])=[O:18]. The yield is 0.960. (3) The reactants are [Cl:1][C:2]1[C:7]([Cl:8])=[CH:6][CH:5]=[CH:4][C:3]=1[N:9]1[CH2:14][CH2:13][N:12]([CH2:15][CH2:16][CH2:17][CH:18]=[CH:19][C:20]2[N:29]=[C:28]3[C:23]([CH2:24][C:25]([CH3:32])([CH3:31])[C:26](=[O:30])[NH:27]3)=[CH:22][CH:21]=2)[CH2:11][CH2:10]1. The catalyst is CCOC(C)=O.O=[Pt]=O. The product is [Cl:1][C:2]1[C:7]([Cl:8])=[CH:6][CH:5]=[CH:4][C:3]=1[N:9]1[CH2:14][CH2:13][N:12]([CH2:15][CH2:16][CH2:17][CH2:18][CH2:19][C:20]2[N:29]=[C:28]3[C:23]([CH2:24][C:25]([CH3:32])([CH3:31])[C:26](=[O:30])[NH:27]3)=[CH:22][CH:21]=2)[CH2:11][CH2:10]1. The yield is 0.990. (4) The reactants are C[Si](C)(C)CCOC[N:7]1[C:11]2=[N:12][CH:13]=[C:14]([NH:16]C(=O)OC(C)(C)C)[CH:15]=[C:10]2[CH:9]=[N:8]1. The catalyst is Cl.O1CCOCC1. The product is [NH:7]1[C:11]2=[N:12][CH:13]=[C:14]([NH2:16])[CH:15]=[C:10]2[CH:9]=[N:8]1. The yield is 0.950.